From a dataset of Forward reaction prediction with 1.9M reactions from USPTO patents (1976-2016). Predict the product of the given reaction. (1) Given the reactants [N+:1]([C:4]1[CH:12]=[CH:11][C:7]([C:8](Cl)=[O:9])=[CH:6][CH:5]=1)([O-:3])=[O:2].[CH3:13][N:14]1[CH2:19][CH2:18][NH:17][CH2:16][CH2:15]1.C(N(CC)CC)C, predict the reaction product. The product is: [CH3:13][N:14]1[CH2:19][CH2:18][N:17]([C:8]([C:7]2[CH:11]=[CH:12][C:4]([N+:1]([O-:3])=[O:2])=[CH:5][CH:6]=2)=[O:9])[CH2:16][CH2:15]1. (2) Given the reactants C[O:2][C:3](=[O:27])[C:4]1[CH:9]=[CH:8][C:7]([C:10]2[S:18][C:17]3[C:16]([N:19]4[CH2:24][CH2:23][O:22][CH2:21][CH2:20]4)=[N:15][C:14](Cl)=[N:13][C:12]=3[CH:11]=2)=[C:6]([CH3:26])[CH:5]=1.[NH2:28][C:29]1[N:34]=[CH:33][C:32](B2OC(C)(C)C(C)(C)O2)=[CH:31][N:30]=1, predict the reaction product. The product is: [NH2:28][C:29]1[N:34]=[CH:33][C:32]([C:14]2[N:15]=[C:16]([N:19]3[CH2:24][CH2:23][O:22][CH2:21][CH2:20]3)[C:17]3[S:18][C:10]([C:7]4[CH:8]=[CH:9][C:4]([C:3]([OH:2])=[O:27])=[CH:5][C:6]=4[CH3:26])=[CH:11][C:12]=3[N:13]=2)=[CH:31][N:30]=1. (3) Given the reactants [Cl:1][C:2]1[C:12]2[O:11][CH2:10][CH2:9][N:8]([CH:13]([CH3:15])[CH3:14])[CH2:7][C:6]=2[CH:5]=[CH:4][CH:3]=1.[N+:16]([O-])([OH:18])=[O:17], predict the reaction product. The product is: [Cl:1][C:2]1[C:12]2[O:11][CH2:10][CH2:9][N:8]([CH:13]([CH3:15])[CH3:14])[CH2:7][C:6]=2[CH:5]=[C:4]([N+:16]([O-:18])=[O:17])[CH:3]=1. (4) Given the reactants C([O:3][C:4]([C:6]1[N:7]=[C:8]2[C:13]([C:14]([F:17])([F:16])[F:15])=[CH:12][C:11]([Br:18])=[CH:10][N:9]2[C:19]=1[Cl:20])=[O:5])C.C(#N)C, predict the reaction product. The product is: [Br:18][C:11]1[CH:12]=[C:13]([C:14]([F:16])([F:17])[F:15])[C:8]2[N:9]([C:19]([Cl:20])=[C:6]([C:4]([OH:5])=[O:3])[N:7]=2)[CH:10]=1. (5) Given the reactants Cl[CH2:2][CH2:3][CH2:4][CH2:5][O:6][C:7]1[CH:16]=[C:15]2[C:10]([C:11]([O:17][C:18]3[CH:23]=[CH:22][C:21]([CH3:24])=[CH:20][C:19]=3[C:25]([C:27]3[CH:32]=[CH:31][CH:30]=[CH:29][CH:28]=3)=[O:26])=[CH:12][CH:13]=[N:14]2)=[CH:9][C:8]=1[O:33][CH3:34].[C:35](=[O:38])([O-])[O-].[K+].[K+].O.[CH3:42][N:43](C)C=O, predict the reaction product. The product is: [OH:38][CH2:35][CH2:42][NH:43][CH2:2][CH2:3][CH2:4][CH2:5][O:6][C:7]1[CH:16]=[C:15]2[C:10]([C:11]([O:17][C:18]3[CH:23]=[CH:22][C:21]([CH3:24])=[CH:20][C:19]=3[C:25]([C:27]3[CH:32]=[CH:31][CH:30]=[CH:29][CH:28]=3)=[O:26])=[CH:12][CH:13]=[N:14]2)=[CH:9][C:8]=1[O:33][CH3:34]. (6) Given the reactants [NH:1]1[CH2:6][CH2:5][NH:4][CH2:3][CH2:2]1.[C:7]([C:11]1[N:16]=[C:15](Cl)[CH:14]=[C:13]([CH2:18][CH2:19][O:20][CH3:21])[N:12]=1)([CH3:10])([CH3:9])[CH3:8].O, predict the reaction product. The product is: [C:7]([C:11]1[N:12]=[C:13]([CH2:18][CH2:19][O:20][CH3:21])[CH:14]=[C:15]([N:1]2[CH2:6][CH2:5][NH:4][CH2:3][CH2:2]2)[N:16]=1)([CH3:10])([CH3:8])[CH3:9].